Dataset: Reaction yield outcomes from USPTO patents with 853,638 reactions. Task: Predict the reaction yield, written as a fraction of the theoretical maximum amount of product (1.0 means a 100% yield; for example, 0.34 means a 34% yield). (1) The reactants are C[O:2][C:3]1[C:4]([CH3:41])=[C:5]([C:32]([O:39]C)=[C:33]([O:37][CH3:38])[C:34]=1[O:35][CH3:36])[CH2:6][C:7]1[CH:8]=[CH:9][C:10]([C:26]2[CH:31]=[CH:30][N:29]=[CH:28][CH:27]=2)=[C:11]([CH:25]=1)[C:12]([NH:14][C:15]1[CH:20]=[CH:19][C:18]([C:21]([F:24])([F:23])[F:22])=[CH:17][CH:16]=1)=[O:13].O=[N+]([O-])[O-].[O-][N+](=O)[O-].[O-][N+](=O)[O-].[O-][N+](=O)[O-].[O-][N+](=O)[O-].[O-][N+](=O)[O-].[Ce+4].[NH4+].[NH4+]. The catalyst is C(#N)C.O. The product is [CH3:36][O:35][C:34]1[C:3](=[O:2])[C:4]([CH3:41])=[C:5]([CH2:6][C:7]2[CH:8]=[CH:9][C:10]([C:26]3[CH:27]=[CH:28][N:29]=[CH:30][CH:31]=3)=[C:11]([CH:25]=2)[C:12]([NH:14][C:15]2[CH:16]=[CH:17][C:18]([C:21]([F:23])([F:24])[F:22])=[CH:19][CH:20]=2)=[O:13])[C:32](=[O:39])[C:33]=1[O:37][CH3:38]. The yield is 0.450. (2) The reactants are [N:1]([CH2:4][CH:5]1[CH2:9][C:8]2[CH:10]=[C:11]([CH2:20][CH3:21])[CH:12]=[C:13]([C:14]3[CH:19]=[CH:18][CH:17]=[CH:16][CH:15]=3)[C:7]=2[O:6]1)=[N+]=[N-].C1(P(C2C=CC=CC=2)C2C=CC=CC=2)C=CC=CC=1. No catalyst specified. The product is [CH2:20]([C:11]1[CH:12]=[C:13]([C:14]2[CH:19]=[CH:18][CH:17]=[CH:16][CH:15]=2)[C:7]2[O:6][CH:5]([CH2:4][NH2:1])[CH2:9][C:8]=2[CH:10]=1)[CH3:21]. The yield is 0.0400. (3) The reactants are [CH2:1]([CH:3]1[C:12]2[C:7](=[C:8]([CH3:14])[CH:9]=[CH:10][C:11]=2[CH3:13])[S:6][CH2:5][CH2:4]1)[CH3:2].[Cl-].[Al+3].[Cl-].[Cl-].[C:19](Cl)(=[O:21])[CH3:20].Cl. The catalyst is ClCCl. The product is [C:19]([C:10]1[C:11]([CH3:13])=[C:12]2[C:7](=[C:8]([CH3:14])[CH:9]=1)[S:6][CH2:5][CH2:4][CH:3]2[CH2:1][CH3:2])(=[O:21])[CH3:20]. The yield is 0.720. (4) The reactants are Br[C:2]1[CH:3]=[CH:4][C:5]([O:13][CH3:14])=[C:6]2[C:11]=1[NH:10][C:9](=[O:12])[CH2:8][CH2:7]2.C(=O)([O-])[O-].[K+].[K+].[C:21]1(B(O)O)[CH:26]=[CH:25][CH:24]=[CH:23][CH:22]=1. The catalyst is O1CCOCC1.C1C=CC([P]([Pd]([P](C2C=CC=CC=2)(C2C=CC=CC=2)C2C=CC=CC=2)([P](C2C=CC=CC=2)(C2C=CC=CC=2)C2C=CC=CC=2)[P](C2C=CC=CC=2)(C2C=CC=CC=2)C2C=CC=CC=2)(C2C=CC=CC=2)C2C=CC=CC=2)=CC=1. The product is [CH3:14][O:13][C:5]1[CH:4]=[CH:3][C:2]([C:21]2[CH:26]=[CH:25][CH:24]=[CH:23][CH:22]=2)=[C:11]2[C:6]=1[CH2:7][CH2:8][C:9](=[O:12])[NH:10]2. The yield is 0.840. (5) The reactants are [C:1](Cl)(=[O:3])[CH3:2].[CH3:5][C:6]1([CH3:20])[CH2:12][CH2:11][CH2:10][NH:9][C:8]2[CH:13]=[C:14]([N+:17]([O-:19])=[O:18])[CH:15]=[CH:16][C:7]1=2.C([O-])(O)=O.[Na+].O. The catalyst is C(Cl)Cl. The product is [CH3:5][C:6]1([CH3:20])[CH2:12][CH2:11][CH2:10][N:9]([C:1](=[O:3])[CH3:2])[C:8]2[CH:13]=[C:14]([N+:17]([O-:19])=[O:18])[CH:15]=[CH:16][C:7]1=2. The yield is 0.640.